The task is: Predict the product of the given reaction.. This data is from Forward reaction prediction with 1.9M reactions from USPTO patents (1976-2016). (1) Given the reactants [CH2:1]([O:8][C:9]1[C:14]([CH2:15][N:16]2[CH2:25][CH2:24][C:23]3[C:18](=[C:19]([Cl:28])[C:20](Br)=[CH:21][C:22]=3[Cl:26])[C:17]2=[O:29])=[C:13]([CH3:30])[CH:12]=[C:11]([CH3:31])[N:10]=1)[C:2]1[CH:7]=[CH:6][CH:5]=[CH:4][CH:3]=1.[Si]([O:39][C:40]([O:42][CH3:43])=[CH2:41])(C(C)(C)C)(C)C.[F-].[Li+], predict the reaction product. The product is: [CH2:1]([O:8][C:9]1[C:14]([CH2:15][N:16]2[CH2:25][CH2:24][C:23]3[C:18](=[C:19]([Cl:28])[C:20]([CH2:41][C:40]([O:42][CH3:43])=[O:39])=[CH:21][C:22]=3[Cl:26])[C:17]2=[O:29])=[C:13]([CH3:30])[CH:12]=[C:11]([CH3:31])[N:10]=1)[C:2]1[CH:7]=[CH:6][CH:5]=[CH:4][CH:3]=1. (2) Given the reactants [N:1]1[O:2][N:3]=[C:4]2[CH:9]=[C:8]([C:10](=[O:12])[CH3:11])[CH:7]=[CH:6][C:5]=12.C1C(=O)N([Br:20])C(=O)C1.C([O-])(=O)C.[NH4+].N1ON=C2C=C(C(=O)CN3CCN(C(=O)CC4C=CC(N5C=NN=N5)=CC=4)CC3)C=CC=12.N1ON=C2C=C(C(=O)CBr)C=CC=12.Cl.N1(C(=O)CC2C=CC(N3C=NN=N3)=CC=2)CCNCC1.CCN(C(C)C)C(C)C, predict the reaction product. The product is: [N:1]1[O:2][N:3]=[C:4]2[CH:9]=[C:8]([C:10](=[O:12])[CH2:11][Br:20])[CH:7]=[CH:6][C:5]=12.